This data is from Full USPTO retrosynthesis dataset with 1.9M reactions from patents (1976-2016). The task is: Predict the reactants needed to synthesize the given product. (1) Given the product [F:38][C:3]1([F:2])[O:7][C:6]2[CH:8]=[CH:9][C:10]([C:12]3[C:17]([F:18])=[CH:16][N:15]([CH2:19][CH2:20][C@@:21]([CH3:36])([S:32]([CH3:35])(=[O:34])=[O:33])[C:22]([NH:24][OH:25])=[O:23])[C:14](=[O:37])[CH:13]=3)=[CH:11][C:5]=2[O:4]1, predict the reactants needed to synthesize it. The reactants are: Cl.[F:2][C:3]1([F:38])[O:7][C:6]2[CH:8]=[CH:9][C:10]([C:12]3[C:17]([F:18])=[CH:16][N:15]([CH2:19][CH2:20][C@@:21]([CH3:36])([S:32]([CH3:35])(=[O:34])=[O:33])[C:22]([NH:24][O:25]C4CCCCO4)=[O:23])[C:14](=[O:37])[CH:13]=3)=[CH:11][C:5]=2[O:4]1. (2) Given the product [CH2:30]([O:29][C:28]1[CH:27]=[CH:26][C:23]([C:24]#[N:25])=[CH:22][C:21]=1[CH2:20][NH:19][C:2]1[C:11]2[C:6](=[CH:7][C:8]([C:12]([N:14]3[CH2:18][CH2:17][CH2:16][CH2:15]3)=[O:13])=[CH:9][CH:10]=2)[N:5]=[CH:4][CH:3]=1)[C:31]1[CH:32]=[CH:33][CH:34]=[CH:35][CH:36]=1, predict the reactants needed to synthesize it. The reactants are: Cl[C:2]1[C:11]2[C:6](=[CH:7][C:8]([C:12]([N:14]3[CH2:18][CH2:17][CH2:16][CH2:15]3)=[O:13])=[CH:9][CH:10]=2)[N:5]=[CH:4][CH:3]=1.[NH2:19][CH2:20][C:21]1[CH:22]=[C:23]([CH:26]=[CH:27][C:28]=1[O:29][CH2:30][C:31]1[CH:36]=[CH:35][CH:34]=[CH:33][CH:32]=1)[C:24]#[N:25]. (3) Given the product [CH2:1]([N:8]1[CH:16]=[N:15][C:14]2[C:9]1=[N:10][CH:11]=[N:12][C:13]=2[C:17](=[O:25])[CH:18]=[C:19]([OH:24])[C:20]([O:22][CH3:23])=[O:21])[C:2]1[CH:7]=[CH:6][CH:5]=[CH:4][CH:3]=1, predict the reactants needed to synthesize it. The reactants are: [CH2:1]([N:8]1[CH:16]=[N:15][C:14]2[C:9]1=[N:10][CH:11]=[N:12][C:13]=2[C:17]([O:25]CC)=[CH:18][C:19](=[O:24])[C:20]([O:22][CH3:23])=[O:21])[C:2]1[CH:7]=[CH:6][CH:5]=[CH:4][CH:3]=1. (4) The reactants are: [C:1]([O:5][CH2:6][CH3:7])(=[O:4])[C:2]#[CH:3].[NH2:8]/[C:9](/[CH3:16])=[CH:10]\[C:11]([O:13][CH2:14][CH3:15])=[O:12]. Given the product [CH2:6]([O:5][C:1](=[O:4])/[CH:2]=[CH:3]/[C:10](=[C:9](/[NH2:8])\[CH3:16])/[C:11]([O:13][CH2:14][CH3:15])=[O:12])[CH3:7], predict the reactants needed to synthesize it.